Dataset: Cav3 T-type calcium channel HTS with 100,875 compounds. Task: Binary Classification. Given a drug SMILES string, predict its activity (active/inactive) in a high-throughput screening assay against a specified biological target. The drug is Clc1ccc(N2C(=CC(N(C2=O)CC)(C)C)C)cc1. The result is 0 (inactive).